From a dataset of NCI-60 drug combinations with 297,098 pairs across 59 cell lines. Regression. Given two drug SMILES strings and cell line genomic features, predict the synergy score measuring deviation from expected non-interaction effect. (1) Drug 1: C1CCC(CC1)NC(=O)N(CCCl)N=O. Drug 2: C1CC(=O)NC(=O)C1N2C(=O)C3=CC=CC=C3C2=O. Cell line: OVCAR-5. Synergy scores: CSS=2.48, Synergy_ZIP=-2.26, Synergy_Bliss=-4.24, Synergy_Loewe=-6.13, Synergy_HSA=-5.97. (2) Drug 1: C1=C(C(=O)NC(=O)N1)F. Drug 2: CC1=C(C(=CC=C1)Cl)NC(=O)C2=CN=C(S2)NC3=CC(=NC(=N3)C)N4CCN(CC4)CCO. Cell line: A549. Synergy scores: CSS=62.4, Synergy_ZIP=1.42, Synergy_Bliss=0.264, Synergy_Loewe=2.64, Synergy_HSA=5.16. (3) Drug 1: CN1C2=C(C=C(C=C2)N(CCCl)CCCl)N=C1CCCC(=O)O.Cl. Drug 2: CC(C)CN1C=NC2=C1C3=CC=CC=C3N=C2N. Cell line: OVCAR-4. Synergy scores: CSS=1.73, Synergy_ZIP=5.79, Synergy_Bliss=2.35, Synergy_Loewe=-0.137, Synergy_HSA=0.274. (4) Drug 2: N.N.Cl[Pt+2]Cl. Cell line: UO-31. Drug 1: CN(CCCl)CCCl.Cl. Synergy scores: CSS=25.9, Synergy_ZIP=-9.45, Synergy_Bliss=-4.14, Synergy_Loewe=-3.04, Synergy_HSA=-1.73.